Dataset: Forward reaction prediction with 1.9M reactions from USPTO patents (1976-2016). Task: Predict the product of the given reaction. (1) Given the reactants C[O:2][C:3](=[O:37])[CH2:4][CH2:5][C:6]1[CH:11]=[CH:10][C:9]([O:12][CH2:13][CH:14]([C:16]2[S:20][C:19]([C:21]3[CH:26]=[CH:25][C:24]([C:27]4[CH:28]=[N:29][CH:30]=[CH:31][CH:32]=4)=[CH:23][CH:22]=3)=[N:18][C:17]=2[CH:33]([CH3:35])[CH3:34])[CH3:15])=[CH:8][C:7]=1[CH3:36].[OH-].[Na+].Cl, predict the reaction product. The product is: [CH:33]([C:17]1[N:18]=[C:19]([C:21]2[CH:22]=[CH:23][C:24]([C:27]3[CH:28]=[N:29][CH:30]=[CH:31][CH:32]=3)=[CH:25][CH:26]=2)[S:20][C:16]=1[CH:14]([CH3:15])[CH2:13][O:12][C:9]1[CH:10]=[CH:11][C:6]([CH2:5][CH2:4][C:3]([OH:37])=[O:2])=[C:7]([CH3:36])[CH:8]=1)([CH3:34])[CH3:35]. (2) Given the reactants Br[C:2]1[CH:3]=[C:4]([N:7]2[CH2:11][C@:10]3([CH:16]4[CH2:17][CH2:18][N:13]([CH2:14][CH2:15]4)[CH2:12]3)[O:9][C:8]2=[O:19])[S:5][CH:6]=1.C([Sn](CCCC)(CCCC)[C:25]1[CH:30]=[CH:29][CH:28]=[CH:27][N:26]=1)CCC, predict the reaction product. The product is: [N:26]1[CH:27]=[CH:28][CH:29]=[CH:30][C:25]=1[C:2]1[CH:3]=[C:4]([N:7]2[CH2:11][C@:10]3([CH:16]4[CH2:17][CH2:18][N:13]([CH2:14][CH2:15]4)[CH2:12]3)[O:9][C:8]2=[O:19])[S:5][CH:6]=1. (3) Given the reactants [N:1]1[CH:6]=[CH:5][CH:4]=[CH:3][C:2]=1[NH:7][C:8]([C:10]1[NH:11][C:12]2[C:17]([C:18]=1[C:19]1[CH:24]=[CH:23][CH:22]=[CH:21][CH:20]=1)=[CH:16][C:15]([NH2:25])=[CH:14][CH:13]=2)=[O:9].[C:26]([C:28]1[CH:33]=[CH:32][C:31]([S:34](Cl)(=[O:36])=[O:35])=[CH:30][CH:29]=1)#[N:27], predict the reaction product. The product is: [N:1]1[CH:6]=[CH:5][CH:4]=[CH:3][C:2]=1[NH:7][C:8]([C:10]1[NH:11][C:12]2[C:17]([C:18]=1[C:19]1[CH:24]=[CH:23][CH:22]=[CH:21][CH:20]=1)=[CH:16][C:15]([NH:25][S:34]([C:31]1[CH:30]=[CH:29][C:28]([C:26]#[N:27])=[CH:33][CH:32]=1)(=[O:36])=[O:35])=[CH:14][CH:13]=2)=[O:9]. (4) Given the reactants [F:1][C:2]1[CH:3]=[C:4]([C:9]2[CH:10]=[C:11]3[C:16](=[CH:17][CH:18]=2)[CH:15]=[C:14]([OH:19])[CH:13]=[CH:12]3)[CH:5]=[CH:6][C:7]=1[F:8].[F:20][C:21]([F:34])([F:33])[S:22](O[S:22]([C:21]([F:34])([F:33])[F:20])(=[O:24])=[O:23])(=[O:24])=[O:23].O, predict the reaction product. The product is: [F:20][C:21]([F:34])([F:33])[S:22]([O:19][C:14]1[CH:13]=[CH:12][C:11]2[C:16](=[CH:17][CH:18]=[C:9]([C:4]3[CH:5]=[CH:6][C:7]([F:8])=[C:2]([F:1])[CH:3]=3)[CH:10]=2)[CH:15]=1)(=[O:24])=[O:23]. (5) The product is: [C:18]1([CH2:17][NH:6][C@@H:5]([C:4]([OH:3])=[O:9])[CH2:7][OH:8])[CH:23]=[CH:22][CH:21]=[CH:20][CH:19]=1. Given the reactants Cl.C[O:3][C:4](=[O:9])[C@@H:5]([CH2:7][OH:8])[NH2:6].C(N(CC)CC)C.[CH:17](=O)[C:18]1[CH:23]=[CH:22][CH:21]=[CH:20][CH:19]=1.[BH4-].[Na+].[OH-].[Na+].Cl, predict the reaction product.